This data is from Catalyst prediction with 721,799 reactions and 888 catalyst types from USPTO. The task is: Predict which catalyst facilitates the given reaction. Reactant: [C:1]([C@@H:4]([NH:12][S:13]([C:16]1[S:17][C:18]([Cl:21])=[CH:19][CH:20]=1)(=[O:15])=[O:14])[C@H:5]([CH3:11])[CH2:6][C:7]([F:10])([F:9])[F:8])(=[O:3])[CH3:2].[CH3:22][Mg]Br.CCOC(C)=O.CCCCCC. Product: [Cl:21][C:18]1[S:17][C:16]([S:13]([NH:12][C@H:4]([C:1]([OH:3])([CH3:22])[CH3:2])[C@H:5]([CH3:11])[CH2:6][C:7]([F:10])([F:9])[F:8])(=[O:15])=[O:14])=[CH:20][CH:19]=1. The catalyst class is: 1.